From a dataset of NCI-60 drug combinations with 297,098 pairs across 59 cell lines. Regression. Given two drug SMILES strings and cell line genomic features, predict the synergy score measuring deviation from expected non-interaction effect. (1) Drug 1: C1=C(C(=O)NC(=O)N1)F. Drug 2: C1C(C(OC1N2C=NC3=C2NC=NCC3O)CO)O. Cell line: OVCAR-5. Synergy scores: CSS=33.3, Synergy_ZIP=-1.32, Synergy_Bliss=-2.54, Synergy_Loewe=-7.49, Synergy_HSA=-1.04. (2) Cell line: 786-0. Synergy scores: CSS=59.1, Synergy_ZIP=4.81, Synergy_Bliss=5.85, Synergy_Loewe=0.820, Synergy_HSA=6.83. Drug 2: C1=CC(=C2C(=C1NCCNCCO)C(=O)C3=C(C=CC(=C3C2=O)O)O)NCCNCCO. Drug 1: C1CCN(CC1)CCOC2=CC=C(C=C2)C(=O)C3=C(SC4=C3C=CC(=C4)O)C5=CC=C(C=C5)O.